This data is from Full USPTO retrosynthesis dataset with 1.9M reactions from patents (1976-2016). The task is: Predict the reactants needed to synthesize the given product. Given the product [Br:1][C:2]1[CH:3]=[C:4]2[C:9](=[CH:10][C:11]=1[O:12][CH2:13][CH3:14])[O:8][C:7]([CH3:17])([CH3:16])[CH2:6][C:5]2=[O:18], predict the reactants needed to synthesize it. The reactants are: [Br:1][C:2]1[CH:3]=[C:4]2[C:9](=[CH:10][C:11]=1[O:12][CH:13](C)[CH3:14])[O:8][C:7]([CH3:17])([CH3:16])[CH2:6][C:5]2=[O:18].BrC1C=C2C(=CC=1O)OC(C)(C)CC2=O.C(=O)([O-])[O-].[K+].[K+].IC(C)C.